From a dataset of Forward reaction prediction with 1.9M reactions from USPTO patents (1976-2016). Predict the product of the given reaction. (1) Given the reactants [CH3:1][O:2][C:3]([C:5]1[CH:6]=[C:7]2[C:12](=[CH:13][CH:14]=1)[NH:11][CH:10]([C:15]1[CH:20]=[C:19]([F:21])[CH:18]=[C:17](Br)[CH:16]=1)[C:9]([CH3:24])([CH3:23])[CH2:8]2)=[O:4].[NH:25]1[CH2:30][CH2:29][NH:28][CH2:27][CH2:26]1.N1CCC[C@H:32]1C(O)=O.[OH-].[K+].[Cl-].[NH4+], predict the reaction product. The product is: [CH2:1]([O:2][C:3]([C:5]1[CH:6]=[C:7]2[C:12](=[CH:13][CH:14]=1)[NH:11][CH:10]([C:15]1[CH:16]=[C:17]([N:25]3[CH2:30][CH2:29][NH:28][CH2:27][CH2:26]3)[CH:18]=[C:19]([F:21])[CH:20]=1)[C:9]([CH3:24])([CH3:23])[CH2:8]2)=[O:4])[CH3:32]. (2) Given the reactants Br[C:2]1[NH:24][C:5]2[N:6]=[CH:7][N:8]=[C:9]([NH:10][C:11]3[CH:12]=[C:13]4[C:17](=[CH:18][C:19]=3[O:20][CH:21]([CH3:23])[CH3:22])[NH:16][N:15]=[CH:14]4)[C:4]=2[CH:3]=1.[CH3:25][S:26]([O-:28])=[O:27].[Na+], predict the reaction product. The product is: [CH3:25][S:26]([C:2]1[NH:24][C:5]2[N:6]=[CH:7][N:8]=[C:9]([NH:10][C:11]3[CH:12]=[C:13]4[C:17](=[CH:18][C:19]=3[O:20][CH:21]([CH3:23])[CH3:22])[NH:16][N:15]=[CH:14]4)[C:4]=2[CH:3]=1)(=[O:28])=[O:27]. (3) Given the reactants [F:1][CH2:2][C@H:3]1[O:7][CH2:6][C@@:5]([NH:15][C:16]([NH:18][C:19](=[O:26])[C:20]2[CH:25]=[CH:24][CH:23]=[CH:22][CH:21]=2)=[S:17])([C:8]2[CH:13]=[CH:12][CH:11]=[CH:10][C:9]=2[F:14])[C@@H:4]1[CH2:27]O.N1C=CC=CC=1.FC(F)(F)S(OS(C(F)(F)F)(=O)=O)(=O)=O, predict the reaction product. The product is: [F:1][CH2:2][C@@H:3]1[C@@H:4]2[C@@:5]([C:8]3[CH:13]=[CH:12][CH:11]=[CH:10][C:9]=3[F:14])([N:15]=[C:16]([NH:18][C:19](=[O:26])[C:20]3[CH:25]=[CH:24][CH:23]=[CH:22][CH:21]=3)[S:17][CH2:27]2)[CH2:6][O:7]1. (4) Given the reactants [Cl:1][C:2]1[C:7]2[S:8][C:9]([C:11]3[C:16]([Cl:17])=[CH:15][C:14](I)=[CH:13][C:12]=3[Cl:19])=[N:10][C:6]=2[CH:5]=[CH:4][N:3]=1.C(=O)([O-])[O-].[Na+].[Na+].O1CCO[CH2:28][CH2:27]1, predict the reaction product. The product is: [Cl:1][C:2]1[C:7]2[S:8][C:9]([C:11]3[C:16]([Cl:17])=[CH:15][C:14]([CH:27]=[CH2:28])=[CH:13][C:12]=3[Cl:19])=[N:10][C:6]=2[CH:5]=[CH:4][N:3]=1. (5) Given the reactants C([N:8]1[CH2:12][CH:11]([CH3:13])[CH:10]([C:14]2[NH:19][C:18](=[O:20])[C:17]3=[CH:21][N:22]=[C:23]([C:24]4[CH2:25][CH2:26][O:27][CH2:28][CH:29]=4)[N:16]3[N:15]=2)[CH2:9]1)C1C=CC=CC=1.[C:38](O[C:38]([O:40][C:41]([CH3:44])([CH3:43])[CH3:42])=[O:39])([O:40][C:41]([CH3:44])([CH3:43])[CH3:42])=[O:39].C([O-])(=O)C.[K+].[H][H], predict the reaction product. The product is: [C:41]([O:40][C:38]([N:8]1[CH2:9][CH:10]([C:14]2[NH:19][C:18](=[O:20])[C:17]3=[CH:21][N:22]=[C:23]([CH:24]4[CH2:25][CH2:26][O:27][CH2:28][CH2:29]4)[N:16]3[N:15]=2)[CH:11]([CH3:13])[CH2:12]1)=[O:39])([CH3:42])([CH3:43])[CH3:44].